From a dataset of Catalyst prediction with 721,799 reactions and 888 catalyst types from USPTO. Predict which catalyst facilitates the given reaction. (1) Reactant: FC(F)(F)C(O)=O.[CH2:8]([C:10]1[C:18]2[C:13](=[CH:14][CH:15]=[CH:16][CH:17]=2)[N:12]([C:19]2[N:23]=[C:22]([CH:24]3[CH2:29][CH2:28][NH:27][CH2:26][CH2:25]3)[O:21][N:20]=2)[N:11]=1)[CH3:9].Br[CH2:31][CH2:32][CH2:33][O:34][Si:35]([C:38]([CH3:41])([CH3:40])[CH3:39])([CH3:37])[CH3:36].C(=O)([O-])[O-].[K+].[K+].O. Product: [Si:35]([O:34][CH2:33][CH2:32][CH2:31][N:27]1[CH2:28][CH2:29][CH:24]([C:22]2[O:21][N:20]=[C:19]([N:12]3[C:13]4[C:18](=[CH:17][CH:16]=[CH:15][CH:14]=4)[C:10]([CH2:8][CH3:9])=[N:11]3)[N:23]=2)[CH2:25][CH2:26]1)([C:38]([CH3:39])([CH3:40])[CH3:41])([CH3:37])[CH3:36]. The catalyst class is: 9. (2) The catalyst class is: 3. Product: [CH3:15][O:14][CH2:13][CH2:12][O:11][C:4]1[C:5]([N+:8]([O-:10])=[O:9])=[N:6][CH:7]=[C:2]([O:16][C:17]2[CH:18]=[N:19][CH:20]=[CH:21][CH:22]=2)[CH:3]=1. Reactant: Cl[C:2]1[CH:3]=[C:4]([O:11][CH2:12][CH2:13][O:14][CH3:15])[C:5]([N+:8]([O-:10])=[O:9])=[N:6][CH:7]=1.[OH:16][C:17]1[CH:18]=[N:19][CH:20]=[CH:21][CH:22]=1.C([O-])([O-])=O.[K+].[K+]. (3) Reactant: [C:1](=[NH:14])([C:8]1[CH:13]=[CH:12][CH:11]=[CH:10][CH:9]=1)[C:2]1[CH:7]=[CH:6][CH:5]=[CH:4][CH:3]=1.Cl.[CH2:16]([O:23][C:24](=[O:27])[CH2:25]N)[C:17]1[CH:22]=[CH:21][CH:20]=[CH:19][CH:18]=1. Product: [CH2:16]([O:23][C:24](=[O:27])[CH2:25][N:14]=[C:1]([C:8]1[CH:9]=[CH:10][CH:11]=[CH:12][CH:13]=1)[C:2]1[CH:7]=[CH:6][CH:5]=[CH:4][CH:3]=1)[C:17]1[CH:22]=[CH:21][CH:20]=[CH:19][CH:18]=1. The catalyst class is: 2. (4) Reactant: [NH:1]=[C:2]([C:10]1[N:11]=[CH:12][N:13]2[C:18](=[O:19])[N:17]([CH3:20])[N:16]=[N:15][C:14]=12)[S:3][CH2:4][C:5](=O)[C:6]([OH:8])=O.ClC(OCC(C)C)=O.C(N(CC)CC)C.[CH:36]1([NH2:39])[CH2:38][CH2:37]1. Product: [CH:36]1([NH:39][C:6]([C:5]2[N:1]=[C:2]([C:10]3[N:11]=[CH:12][N:13]4[C:18](=[O:19])[N:17]([CH3:20])[N:16]=[N:15][C:14]=34)[S:3][CH:4]=2)=[O:8])[CH2:38][CH2:37]1. The catalyst class is: 1. (5) Reactant: Cl[C:2]1[C:3]2[CH:10]=[CH:9][N:8]([C@H:11]3[CH2:15][C@H:14]([OH:16])[C@H:13]([CH2:17][OH:18])[CH2:12]3)[C:4]=2[N:5]=[CH:6][N:7]=1.[NH2:19][C@@H:20]1[C:28]2[C:23](=[CH:24][CH:25]=[CH:26][CH:27]=2)[CH2:22][CH2:21]1.C(N(C(C)C)CC)(C)C. Product: [C@@H:20]1([NH:19][C:2]2[C:3]3[CH:10]=[CH:9][N:8]([C@H:11]4[CH2:15][C@H:14]([OH:16])[C@H:13]([CH2:17][OH:18])[CH2:12]4)[C:4]=3[N:5]=[CH:6][N:7]=2)[C:28]2[C:23](=[CH:24][CH:25]=[CH:26][CH:27]=2)[CH2:22][CH2:21]1. The catalyst class is: 868. (6) Reactant: [CH2:1]([C:3]1[S:44][C:6]2[N:7]([CH2:24][C:25]3[CH:30]=[CH:29][C:28]([C:31]4[CH:36]=[CH:35][CH:34]=[CH:33][C:32]=4[C:37]4[NH:41][C:40](=[O:42])[O:39][N:38]=4)=[CH:27][C:26]=3[F:43])[C:8](=[O:23])[N:9]([CH2:12][CH:13]([OH:22])[C:14]3[CH:19]=[CH:18][C:17]([O:20][CH3:21])=[CH:16][CH:15]=3)[C:10](=[O:11])[C:5]=2[CH:4]=1)[CH3:2].[C:45](OC(=O)C)(=[O:47])[CH3:46].C(N(CC)CC)C. Product: [C:45]([O:22][CH:13]([C:14]1[CH:19]=[CH:18][C:17]([O:20][CH3:21])=[CH:16][CH:15]=1)[CH2:12][N:9]1[C:10](=[O:11])[C:5]2[CH:4]=[C:3]([CH2:1][CH3:2])[S:44][C:6]=2[N:7]([CH2:24][C:25]2[CH:30]=[CH:29][C:28]([C:31]3[CH:36]=[CH:35][CH:34]=[CH:33][C:32]=3[C:37]3[NH:41][C:40](=[O:42])[O:39][N:38]=3)=[CH:27][C:26]=2[F:43])[C:8]1=[O:23])(=[O:47])[CH3:46]. The catalyst class is: 143. (7) Reactant: [CH3:1][C:2]1[C:8]([CH3:9])=[CH:7][CH:6]=[CH:5][C:3]=1[NH2:4].CCN(CC)CC.[C:17](Cl)(=[O:19])[CH3:18].Cl. Product: [CH3:9][C:8]1[CH:7]=[CH:6][CH:5]=[C:3]([NH:4][C:17]([CH3:18])=[O:19])[C:2]=1[CH3:1]. The catalyst class is: 2. (8) Reactant: [F:1][C:2]([F:16])([C:8]1[CH:13]=[CH:12][C:11]([CH2:14][F:15])=[CH:10][N:9]=1)[C:3](OCC)=[O:4].[BH4-].[Na+]. Product: [F:16][C:2]([F:1])([C:8]1[CH:13]=[CH:12][C:11]([CH2:14][F:15])=[CH:10][N:9]=1)[CH2:3][OH:4]. The catalyst class is: 8. (9) Reactant: [CH3:1][O:2][C:3]1[CH:4]=[CH:5][CH:6]=[C:7]2[C:12]=1[CH2:11][CH:10]([C:13]([OH:15])=O)[CH2:9][CH2:8]2.S(O)(O)(=O)=O.[CH2:21]([N:23]([CH2:31][CH3:32])[C:24]1[CH:29]=[CH:28][CH:27]=[CH:26][C:25]=1N)[CH3:22].CC[N:35](CC)CC.CN(C(ON1N=NC2C=CC=CC1=2)=[N+](C)C)C.[B-](F)(F)(F)F. Product: [CH2:21]([N:23]([CH2:31][CH3:32])[C:24]1[CH:29]=[CH:28][C:27]([NH:35][C:13]([CH:10]2[CH2:9][CH2:8][C:7]3[C:12](=[C:3]([O:2][CH3:1])[CH:4]=[CH:5][CH:6]=3)[CH2:11]2)=[O:15])=[CH:26][CH:25]=1)[CH3:22]. The catalyst class is: 39. (10) Reactant: [Cl:1][C:2]1[C:7]([F:8])=[CH:6][CH:5]=[C:4]([Cl:9])[C:3]=1[CH:10]([O:12][C:13]1[C:14]([NH:30][C:31](=[O:33])[CH3:32])=[N:15][CH:16]=[C:17]([C:19]2[CH:20]=[N:21][N:22]([CH:24]3[CH2:29][CH2:28][NH:27][CH2:26][CH2:25]3)[CH:23]=2)[CH:18]=1)[CH3:11].[CH3:34][CH2:35]N(CC)CC.BrCC. Product: [Cl:1][C:2]1[C:7]([F:8])=[CH:6][CH:5]=[C:4]([Cl:9])[C:3]=1[CH:10]([O:12][C:13]1[C:14]([NH:30][C:31](=[O:33])[CH3:32])=[N:15][CH:16]=[C:17]([C:19]2[CH:20]=[N:21][N:22]([CH:24]3[CH2:29][CH2:28][N:27]([CH2:34][CH3:35])[CH2:26][CH2:25]3)[CH:23]=2)[CH:18]=1)[CH3:11]. The catalyst class is: 3.